This data is from Full USPTO retrosynthesis dataset with 1.9M reactions from patents (1976-2016). The task is: Predict the reactants needed to synthesize the given product. (1) Given the product [NH2:9][C:8]1[CH:7]=[CH:6][C:5]([CH2:12][C:13]([NH2:15])=[O:14])=[CH:4][C:3]=1[NH:2][CH3:1], predict the reactants needed to synthesize it. The reactants are: [CH3:1][NH:2][C:3]1[CH:4]=[C:5]([CH2:12][C:13]([NH2:15])=[O:14])[CH:6]=[CH:7][C:8]=1[N+:9]([O-])=O. (2) The reactants are: C(=O)([O-])[O-].[K+].[K+].[CH3:7][C:8]1[NH:12][C:11](=[O:13])[N:10]([C:14]2[CH:19]=[CH:18][C:17]([S:20][C:21]3[CH:22]=[C:23]([C:27]4([C:33]#[N:34])[CH2:32][CH2:31][O:30][CH2:29][CH2:28]4)[CH:24]=[CH:25][CH:26]=3)=[CH:16][CH:15]=2)[N:9]=1.[CH2:35](I)[CH3:36]. Given the product [CH2:35]([N:12]1[C:11](=[O:13])[N:10]([C:14]2[CH:19]=[CH:18][C:17]([S:20][C:21]3[CH:22]=[C:23]([C:27]4([C:33]#[N:34])[CH2:32][CH2:31][O:30][CH2:29][CH2:28]4)[CH:24]=[CH:25][CH:26]=3)=[CH:16][CH:15]=2)[N:9]=[C:8]1[CH3:7])[CH3:36], predict the reactants needed to synthesize it.